This data is from Experimentally validated miRNA-target interactions with 360,000+ pairs, plus equal number of negative samples. The task is: Binary Classification. Given a miRNA mature sequence and a target amino acid sequence, predict their likelihood of interaction. (1) The miRNA is hsa-miR-4803 with sequence UAACAUAAUAGUGUGGAUUGA. The protein sequence of the target gene is MIEDKGPRVTDYFVVAGLTDTSTLLDQEINRLDTKSTGPKAPITDIAIIIKSAGETVPEGYTCVEATPSALQANLNYGSLKSPELFLCYKRGRDKPPLTDIGVLYEGKERLIPGCEVILATPYGRCANVNNSSTTSQRIFITYRRAPPVRPQNSLAVTDICVIVTSKGETPPHTFCKVDKNLNCGMWGSSVFLCYKKSVPASNAIAYKAGLIFRYPEEDYESFPLSESDVPLFCLPMGATIECWDPETKYPLPVFSTFVLTGSSAKKVYGAAIQFYEPYSRELLSEKQLMHLGLLTPVER.... Result: 0 (no interaction). (2) Result: 0 (no interaction). The miRNA is mmu-miR-193b-3p with sequence AACUGGCCCACAAAGUCCCGCU. The protein sequence of the target gene is MGDQQLYKTNHVGHGGENLFYQQPPLGVHSGLGHSYGNTISGAGMDAPQASPISPHFPQDTRDGLGLPIGSKNLGQMDTSRQGGWGSHAGPGNHVQLRSNLANSNMMWGTPTQVEPADGYQYTYSQASEIRTQKLTSGVLHKLDSFTQVFANQNLRIQVNNMAQVLHTQSAVMDGASDSALRQLLSQKPVEPSASAIASRYQQVPQQPHPGFTGGLPKPALPVGQHAPQGHLYYDYQQPLAQMSMQGGQPLQAPQVLSGHMQQLQQHQYYPQPPPQQQQAGLQRISVQEMQQQQQPQQIR....